Dataset: Full USPTO retrosynthesis dataset with 1.9M reactions from patents (1976-2016). Task: Predict the reactants needed to synthesize the given product. (1) Given the product [C:1]([N:4]1[C:13]2[C:8](=[CH:9][C:10]([C:14]([NH:16][CH3:17])=[O:15])=[CH:11][CH:12]=2)[CH:7]([NH:18][C:23]2[CH:28]=[N:27][C:26]([C:29]#[N:30])=[CH:25][N:24]=2)[CH:6]([CH3:19])[CH:5]1[CH2:20][CH3:21])(=[O:3])[CH3:2], predict the reactants needed to synthesize it. The reactants are: [C:1]([N:4]1[C:13]2[C:8](=[CH:9][C:10]([C:14]([NH:16][CH3:17])=[O:15])=[CH:11][CH:12]=2)[CH:7]([NH2:18])[CH:6]([CH3:19])[CH:5]1[CH2:20][CH3:21])(=[O:3])[CH3:2].Cl[C:23]1[N:24]=[CH:25][C:26]([C:29]#[N:30])=[N:27][CH:28]=1.CCN(C(C)C)C(C)C. (2) Given the product [CH2:1]([C:3]1[S:19][C:6]2[N:7]([CH2:21][C:22]3[CH:27]=[CH:26][C:25]([C:28]4[CH:33]=[CH:32][CH:31]=[CH:30][C:29]=4[C:34]4[NH:38][C:37](=[O:44])[O:36][N:35]=4)=[CH:24][CH:23]=3)[C:8](=[O:18])[N:9]([C:12]3[CH:17]=[CH:16][CH:15]=[CH:14][CH:13]=3)[C:10](=[O:11])[C:5]=2[CH:4]=1)[CH3:2], predict the reactants needed to synthesize it. The reactants are: [CH2:1]([C:3]1[S:19][C:6]2[NH:7][C:8](=[O:18])[N:9]([C:12]3[CH:17]=[CH:16][CH:15]=[CH:14][CH:13]=3)[C:10](=[O:11])[C:5]=2[CH:4]=1)[CH3:2].Br[CH2:21][C:22]1[CH:27]=[CH:26][C:25]([C:28]2[CH:33]=[CH:32][CH:31]=[CH:30][C:29]=2[C:34]2[N:38]=[C:37](C(Cl)(Cl)Cl)[O:36][N:35]=2)=[CH:24][CH:23]=1.C(=O)([O-])[O-:44].[K+].[K+].CN(C)C=O. (3) Given the product [NH2:1][C:2]1[C:7]([C:8]([O:10][CH2:11][CH3:12])=[O:9])=[C:6]([C:13]2[CH:14]=[C:15]3[C:20](=[CH:21][CH:22]=2)[O:19][CH2:18][CH2:17][CH2:16]3)[C:5]([C:23]([O:25][CH3:26])=[O:24])=[C:4]([CH3:27])[N:3]=1, predict the reactants needed to synthesize it. The reactants are: [NH2:1][C:2]1[NH:3][C:4]([CH3:27])=[C:5]([C:23]([O:25][CH3:26])=[O:24])[CH:6]([C:13]2[CH:14]=[C:15]3[C:20](=[CH:21][CH:22]=2)[O:19][CH2:18][CH2:17][CH2:16]3)[C:7]=1[C:8]([O:10][CH2:11][CH3:12])=[O:9].C(C1C(=O)C(Cl)=C(Cl)C(=O)C=1C#N)#N. (4) Given the product [Cl:1][C:2]1[C:3]([O:13][CH3:14])=[CH:4][C:5]([S:11][CH3:12])=[C:6]([CH:7]=1)[NH2:8], predict the reactants needed to synthesize it. The reactants are: [Cl:1][C:2]1[CH:7]=[C:6]([N+:8]([O-])=O)[C:5]([S:11][CH3:12])=[CH:4][C:3]=1[O:13][CH3:14].C(O)(=O)C.C([O-])([O-])=O.[Na+].[Na+]. (5) Given the product [CH3:25][P:23]([C:26]1[N:31]=[C:30]([O:32][CH3:33])[C:29]([NH:34][C:2]2[N:7]=[C:6]([NH:8][C:9]3[CH:14]=[CH:13][CH:12]=[CH:11][C:10]=3[S:15]([CH:18]([CH3:20])[CH3:19])(=[O:17])=[O:16])[C:5]([CH3:21])=[CH:4][N:3]=2)=[CH:28][CH:27]=1)([CH3:22])=[O:24], predict the reactants needed to synthesize it. The reactants are: Cl[C:2]1[N:7]=[C:6]([NH:8][C:9]2[CH:14]=[CH:13][CH:12]=[CH:11][C:10]=2[S:15]([CH:18]([CH3:20])[CH3:19])(=[O:17])=[O:16])[C:5]([CH3:21])=[CH:4][N:3]=1.[CH3:22][P:23]([C:26]1[N:31]=[C:30]([O:32][CH3:33])[C:29]([NH2:34])=[CH:28][CH:27]=1)([CH3:25])=[O:24]. (6) Given the product [Cl:14][C:7]1[CH:6]=[C:5]([CH2:4][C:3]([OH:15])=[O:2])[CH:10]=[C:9]([N+:11]([O-:13])=[O:12])[CH:8]=1, predict the reactants needed to synthesize it. The reactants are: C[O:2][C:3](=[O:15])[CH2:4][C:5]1[CH:10]=[C:9]([N+:11]([O-:13])=[O:12])[CH:8]=[C:7]([Cl:14])[CH:6]=1.[OH-].[Na+]. (7) Given the product [CH3:31][S:32][C:33]1[N:38]=[C:37]([C:2]2[S:6][C:5](/[CH:7]=[CH:8]/[C:9](=[O:11])[CH3:10])=[CH:4][CH:3]=2)[CH:36]=[CH:35][N:34]=1, predict the reactants needed to synthesize it. The reactants are: Br[C:2]1[S:6][C:5](/[CH:7]=[CH:8]/[C:9](=[O:11])[CH3:10])=[CH:4][CH:3]=1.C1([As](C2C=CC=CC=2)C2C=CC=CC=2)C=CC=CC=1.[CH3:31][S:32][C:33]1[N:38]=[C:37]([Sn](CCCC)(CCCC)CCCC)[CH:36]=[CH:35][N:34]=1. (8) Given the product [CH3:21][O:20][C:17](=[O:19])[CH2:18][C:4]1[CH:3]=[C:2]([C:2]2[CH:7]=[CH:6][CH:5]=[CH:4][CH:3]=2)[CH:7]=[CH:6][CH:5]=1, predict the reactants needed to synthesize it. The reactants are: [Br-].[C:2]1(B(O)O)[CH:7]=[CH:6][CH:5]=[CH:4][CH:3]=1.C(=O)([O-])[O-].[Na+].[Na+].[C:17]([O:20][CH2:21]C)(=[O:19])[CH3:18]. (9) Given the product [NH2:3][C:2]([NH:4][C:5]1[S:6][C:7]([C:11]2[CH:12]=[C:13]([NH:17][C:46]([C:36]3[S:37][C:38]4[CH:43]=[C:42]([CH2:44][CH3:45])[CH:41]=[CH:40][C:39]=4[C:35]=3[Cl:34])=[O:47])[CH:14]=[CH:15][CH:16]=2)=[C:8]([CH3:10])[N:9]=1)=[NH:1], predict the reactants needed to synthesize it. The reactants are: [NH2:1][C:2]([NH:4][C:5]1[S:6][C:7]([C:11]2[CH:12]=[C:13]([NH:17]C(=O)C3C=CC(OCC4C=CC=CC=4)=CC=3)[CH:14]=[CH:15][CH:16]=2)=[C:8]([CH3:10])[N:9]=1)=[NH:3].[Cl:34][C:35]1[C:39]2[CH:40]=[CH:41][C:42]([CH2:44][CH3:45])=[CH:43][C:38]=2[S:37][C:36]=1[C:46](Cl)=[O:47]. (10) Given the product [Cl:1][C:2]1[CH:3]=[CH:4][C:5]([C@H:8]2[N:15]3[C:11]([S:12][C:13]([C:19]([C:21]4[NH:25][CH:24]=[CH:23][N:22]=4)=[O:20])=[C:14]3[CH:16]([CH3:17])[CH3:18])=[N:10][C@:9]2([C:35]2[CH:36]=[CH:37][C:38]([Cl:41])=[CH:39][CH:40]=2)[CH3:34])=[CH:6][CH:7]=1, predict the reactants needed to synthesize it. The reactants are: [Cl:1][C:2]1[CH:7]=[CH:6][C:5]([C@H:8]2[N:15]3[C:11]([S:12][C:13]([C:19]([C:21]4[N:22](COCC[Si](C)(C)C)[CH:23]=[CH:24][N:25]=4)=[O:20])=[C:14]3[CH:16]([CH3:18])[CH3:17])=[N:10][C@:9]2([C:35]2[CH:40]=[CH:39][C:38]([Cl:41])=[CH:37][CH:36]=2)[CH3:34])=[CH:4][CH:3]=1.Cl.